Dataset: Catalyst prediction with 721,799 reactions and 888 catalyst types from USPTO. Task: Predict which catalyst facilitates the given reaction. (1) Reactant: [Br:1][C:2]1[C:3]([C:7]#[N:8])=[N:4][NH:5][CH:6]=1.[O:9]1[CH:14]=[CH:13][CH2:12][CH2:11][CH2:10]1.[H-].[Na+]. Product: [Br:1][C:2]1[CH:6]=[N:5][N:4]([CH:10]2[CH2:11][CH2:12][CH2:13][CH2:14][O:9]2)[C:3]=1[C:7]#[N:8]. The catalyst class is: 67. (2) Reactant: [OH:1][C:2]1[CH:10]=[CH:9][C:5]([C:6]([OH:8])=O)=[CH:4][CH:3]=1.FC(F)(F)C(OC(=O)C(F)(F)F)=O.C(O)(=O)C1C=CC=CC=1.C1(C)C=CC(S([N:42]2[CH:46]=[CH:45][CH:44]=[CH:43]2)(=O)=O)=CC=1.N1C=CC=C1.OP(O)(O)=O. Product: [OH:1][C:2]1[CH:3]=[CH:4][C:5]([C:6]([C:43]2[NH:42][CH:46]=[CH:45][CH:44]=2)=[O:8])=[CH:9][CH:10]=1. The catalyst class is: 496. (3) Reactant: [Br:1][C:2]1[CH:3]=[C:4]([NH2:13])[C:5]([NH:8][CH2:9][CH:10]2[CH2:12][CH2:11]2)=[CH:6][CH:7]=1.C(N(CC)C(C)C)(C)C.[C:23]([CH2:27][C:28](Cl)=[O:29])([CH3:26])([CH3:25])[CH3:24]. Product: [Br:1][C:2]1[CH:7]=[CH:6][C:5]([NH:8][CH2:9][CH:10]2[CH2:12][CH2:11]2)=[C:4]([NH:13][C:28](=[O:29])[CH2:27][C:23]([CH3:26])([CH3:25])[CH3:24])[CH:3]=1. The catalyst class is: 13. (4) Reactant: [Br:1][C:2]1[CH:7]=[CH:6][C:5](B(O)O)=[CH:4][CH:3]=1.[F:11][C:12]1[CH:17]=[CH:16][C:15]([CH2:18][C:19]([NH:21][C:22]2[CH:26]=[CH:25][NH:24][C:23]=2[C:27]([O:29][CH2:30][CH3:31])=[O:28])=[O:20])=[CH:14][CH:13]=1.N1C=CC=CC=1. Product: [Br:1][C:2]1[CH:7]=[CH:6][C:5]([N:24]2[CH:25]=[CH:26][C:22]([NH:21][C:19](=[O:20])[CH2:18][C:15]3[CH:16]=[CH:17][C:12]([F:11])=[CH:13][CH:14]=3)=[C:23]2[C:27]([O:29][CH2:30][CH3:31])=[O:28])=[CH:4][CH:3]=1. The catalyst class is: 302. (5) Reactant: [CH3:1][C:2]1[N:7]([C:8]2[CH:13]=[CH:12][CH:11]=[C:10]([C:14]([F:17])([F:16])[F:15])[CH:9]=2)[C:6](=[O:18])[C:5]([C:19]([NH:21][CH2:22][C:23]2[CH:28]=[CH:27][C:26]([S:29]([CH3:32])(=[O:31])=[O:30])=[CH:25][CH:24]=2)=[O:20])=[CH:4][CH:3]=1.[N+:33]([O-])([OH:35])=[O:34]. Product: [CH3:1][C:2]1[N:7]([C:8]2[CH:13]=[CH:12][CH:11]=[C:10]([C:14]([F:17])([F:15])[F:16])[CH:9]=2)[C:6](=[O:18])[C:5]([C:19]([NH:21][CH2:22][C:23]2[CH:24]=[CH:25][C:26]([S:29]([CH3:32])(=[O:31])=[O:30])=[CH:27][CH:28]=2)=[O:20])=[CH:4][C:3]=1[N+:33]([O-:35])=[O:34]. The catalyst class is: 152.